The task is: Predict the product of the given reaction.. This data is from Forward reaction prediction with 1.9M reactions from USPTO patents (1976-2016). (1) Given the reactants [F:1][C:2]([F:29])([F:28])[C:3]1[CH:27]=[CH:26][C:6]2=[N:7][N:8]([C:10]3[CH:11]=[C:12]([CH:18]=[C:19]([C:22]([CH3:25])([CH3:24])[CH3:23])[C:20]=3[OH:21])[CH2:13][CH2:14][C:15]([OH:17])=[O:16])[N:9]=[C:5]2[CH:4]=1.[CH2:30](O)[CH2:31][CH2:32][CH2:33][CH2:34][CH:35]([CH3:37])[CH3:36].O.C1(C)C=CC(S(O)(=O)=O)=CC=1, predict the reaction product. The product is: [F:29][C:2]([C:3]1[C:4]2[C:5](=[N:9][N:8]([C:10]3[CH:11]=[C:12]([CH:18]=[C:19]([C:22]([CH3:25])([CH3:24])[CH3:23])[C:20]=3[OH:21])[CH2:13][CH2:14][C:15]([O:17][CH2:30][CH2:31][CH2:32][CH2:33][CH2:34][CH:35]([CH3:37])[CH3:36])=[O:16])[N:7]=2)[CH:6]=[CH:26][CH:27]=1)([F:28])[F:1]. (2) The product is: [N:29]1([C:28]2[CH:31]=[CH:38][C:25]([N:22]3[CH2:21][CH2:20][O:19][CH2:24][CH2:23]3)=[CH:26][C:27]=2[NH:33][C:2]2[C:11]3[C:6](=[CH:7][N:8]=[CH:9][CH:10]=3)[N:5]=[C:4]([C:12]3[CH:17]=[CH:16][CH:15]=[CH:14][N:13]=3)[C:3]=2[CH3:18])[CH2:30][CH2:74][O:76][CH2:70][CH2:72]1. Given the reactants Cl[C:2]1[C:11]2[C:6](=[CH:7][N:8]=[CH:9][CH:10]=2)[N:5]=[C:4]([C:12]2[CH:17]=[CH:16][CH:15]=[CH:14][N:13]=2)[C:3]=1[CH3:18].[O:19]1[CH2:24][CH2:23][N:22]([C:25]2[CH:26]=[C:27]3[NH:33]C[C:31]4([CH2:38]COCC4)[C:28]3=[N:29][CH:30]=2)[CH2:21][CH2:20]1.CC(C1C=C(C(C)C)C(C2C=CC=CC=2P(C2CCCCC2)C2CCCCC2)=C([CH:70]([CH3:72])C)C=1)C.C[C:74](C)([O-:76])C.[Na+], predict the reaction product. (3) Given the reactants C(OC([N:8]1[C:17]2[C:12](=[CH:13][CH:14]=[CH:15][CH:16]=2)[N:11]([C:18]2[N:23]=[CH:22][C:21]([CH:24]3[CH2:29][CH2:28][N:27]([C:30]([CH3:33])([CH3:32])[CH3:31])[CH2:26][CH2:25]3)=[CH:20][CH:19]=2)[CH2:10][CH2:9]1)=O)(C)(C)C.Cl.O1CCOCC1, predict the reaction product. The product is: [C:30]([N:27]1[CH2:28][CH2:29][CH:24]([C:21]2[CH:22]=[N:23][C:18]([N:11]3[C:12]4[C:17](=[CH:16][CH:15]=[CH:14][CH:13]=4)[NH:8][CH2:9][CH2:10]3)=[CH:19][CH:20]=2)[CH2:25][CH2:26]1)([CH3:33])([CH3:31])[CH3:32]. (4) The product is: [CH:37]([S:45]([OH:48])(=[O:46])=[O:47])=[CH:38][C:39]1[CH:44]=[CH:43][CH:42]=[CH:41][CH:40]=1.[CH2:2]=[CH:1][C:3]1[CH:8]=[CH:7][CH:6]=[CH:5][CH:4]=1. Given the reactants [CH:1]([C:3]1[CH:8]=[CH:7][CH:6]=[CH:5][C:4]=1C=C)=[CH2:2].C(OS([O-])(=O)=O)CCCCCCCCCCC.[Na+].C=CC1C=CC=CC=1.[CH:37]([S:45]([O-:48])(=[O:47])=[O:46])=[CH:38][C:39]1[CH:44]=[CH:43][CH:42]=[CH:41][CH:40]=1.[Na+].S(OOS([O-])(=O)=O)([O-])(=O)=O.[K+].[K+], predict the reaction product. (5) The product is: [Br:1][C:2]1[CH:3]=[CH:4][C:5]([Cl:17])=[C:6]([C:8]([C:10]2[CH:15]=[CH:14][C:13]([CH2:16][Br:25])=[CH:12][CH:11]=2)=[O:9])[CH:7]=1. Given the reactants [Br:1][C:2]1[CH:3]=[CH:4][C:5]([Cl:17])=[C:6]([C:8]([C:10]2[CH:15]=[CH:14][C:13]([CH3:16])=[CH:12][CH:11]=2)=[O:9])[CH:7]=1.C1C(=O)N([Br:25])C(=O)C1.CC(N=NC(C#N)(C)C)(C#N)C, predict the reaction product. (6) Given the reactants C1(P(C2CCCCC2)C2C=CC=CC=2C2C(C(C)C)=CC(C(C)C)=CC=2C(C)C)CCCCC1.[O:35]1[CH2:40][CH2:39][N:38]([C:41]2[C:46]([NH2:47])=[CH:45][C:44]([N:48]3[CH2:53][CH2:52][O:51][CH2:50][CH2:49]3)=[CH:43][N:42]=2)[CH2:37][CH2:36]1.Cl[C:55]1[C:64]2[C:59](=[CH:60][C:61]([F:66])=[CH:62][C:63]=2[F:65])[N:58]=[C:57]([C:67]2[CH:68]=[N:69][C:70]([O:73][CH3:74])=[CH:71][CH:72]=2)[C:56]=1[CH3:75].CC(C)([O-])C.[Na+], predict the reaction product. The product is: [O:35]1[CH2:40][CH2:39][N:38]([C:41]2[C:46]([NH:47][C:55]3[C:64]4[C:59](=[CH:60][C:61]([F:66])=[CH:62][C:63]=4[F:65])[N:58]=[C:57]([C:67]4[CH:68]=[N:69][C:70]([O:73][CH3:74])=[CH:71][CH:72]=4)[C:56]=3[CH3:75])=[CH:45][C:44]([N:48]3[CH2:49][CH2:50][O:51][CH2:52][CH2:53]3)=[CH:43][N:42]=2)[CH2:37][CH2:36]1. (7) Given the reactants [NH2:1][C:2]1[CH:11]=[C:10]2[C:5]([CH:6]=[CH:7][N:8]=[CH:9]2)=[CH:4][CH:3]=1.[N+](=[C:14]([CH2:19][CH:20]([CH3:22])[CH3:21])[C:15]([O:17][CH3:18])=[O:16])=[N-], predict the reaction product. The product is: [CH:9]1[C:10]2[C:5](=[CH:4][CH:3]=[C:2]([NH:1][CH:14]([CH2:19][CH:20]([CH3:22])[CH3:21])[C:15]([O:17][CH3:18])=[O:16])[CH:11]=2)[CH:6]=[CH:7][N:8]=1. (8) The product is: [O:12]1[CH2:13][CH2:14][CH2:15][O:16][CH:11]1[C:8]1[CH:9]=[C:10]2[C:5](=[CH:6][CH:7]=1)[N:4]([CH2:17][O:18][CH2:19][CH2:20][Si:21]([CH3:24])([CH3:23])[CH3:22])[N:3]=[C:2]2[N:29]([CH2:28][CH2:27][O:26][CH3:25])[CH3:30]. Given the reactants Cl[C:2]1[C:10]2[C:5](=[CH:6][CH:7]=[C:8]([CH:11]3[O:16][CH2:15][CH2:14][CH2:13][O:12]3)[CH:9]=2)[N:4]([CH2:17][O:18][CH2:19][CH2:20][Si:21]([CH3:24])([CH3:23])[CH3:22])[N:3]=1.[CH3:25][O:26][CH2:27][CH2:28][NH:29][CH3:30].C1(P(C2CCCCC2)C2C=CC=CC=2C2C(C(C)C)=CC(C(C)C)=CC=2C(C)C)CCCCC1.C[Si](C)(C)[N-][Si](C)(C)C.[Li+], predict the reaction product.